This data is from Full USPTO retrosynthesis dataset with 1.9M reactions from patents (1976-2016). The task is: Predict the reactants needed to synthesize the given product. (1) Given the product [OH:29][C:30]1[CH:35]=[CH:34][C:33]([C:7]2[CH:8]=[C:9]3[C:14](=[CH:15][CH:16]=2)[C:13]([C:17]([O:19][CH3:20])=[O:18])=[CH:12][CH:11]=[CH:10]3)=[CH:32][CH:31]=1, predict the reactants needed to synthesize it. The reactants are: FC(F)(F)S(O[C:7]1[CH:8]=[C:9]2[C:14](=[CH:15][CH:16]=1)[C:13]([C:17]([O:19][CH3:20])=[O:18])=[CH:12][CH:11]=[CH:10]2)(=O)=O.C(=O)([O-])[O-].[Na+].[Na+].[OH:29][C:30]1[CH:35]=[CH:34][C:33](B(O)O)=[CH:32][CH:31]=1. (2) The reactants are: CC[C@@H]1[C@@H]2C[C@H:37]([C@@H:36]([O:35]C3C4C(=CC=CC=4)C([O:35][C@@H:36]([C:47]4[CH:56]=[CH:55][N:54]=[C:53]5[C:48]=4C=C(OC)C=C5)[C@@H:37]4N5C[C@H](CC)[C@@H](CC5)C4)=NN=3)[C:47]3[CH:56]=[CH:55][N:54]=[C:53]4[C:48]=3C=C(OC)C=C4)N(CC2)C1.C(C1C=CN=CC=1)=C.S([O-])([O-])=[O:68].[Na+].[Na+]. Given the product [N:54]1[CH:53]=[CH:48][C:47]([C@@H:36]([OH:35])[CH2:37][OH:68])=[CH:56][CH:55]=1, predict the reactants needed to synthesize it. (3) Given the product [C:13]([O:17][C:18](=[O:19])[NH:20][C@H:21]([C:25]([N:10]1[CH2:9][CH2:8][CH:7]([NH:6][C:5]2[CH:34]=[CH:33][CH:3]=[CH:2][N:4]=2)[CH2:39][CH2:12]1)=[O:27])[CH:22]([CH3:23])[CH3:24])([CH3:14])([CH3:15])[CH3:16], predict the reactants needed to synthesize it. The reactants are: Cl.[CH2:2]([N:4]=[C:5]=[N:6][CH2:7][CH2:8][CH2:9][N:10]([CH3:12])C)[CH3:3].[C:13]([O:17][C:18]([NH:20][C@H:21]([C:25]([OH:27])=O)[CH:22]([CH3:24])[CH3:23])=[O:19])([CH3:16])([CH3:15])[CH3:14].O.ON1[C:34]2C=CC=C[C:33]=2N=N1.[CH3:39]N1CCOCC1. (4) Given the product [C:25]1([C:24]2[N:1]=[C:2]3[S:6][C:5]4[CH2:7][CH2:8][CH2:9][C:4]=4[C:3]3=[C:10]([C:12]3[CH:17]=[CH:16][C:15]([CH3:18])=[CH:14][CH:13]=3)[C:23]=2[CH2:22][C:21]([O:20][CH3:19])=[O:32])[CH:30]=[CH:29][CH:28]=[CH:27][CH:26]=1, predict the reactants needed to synthesize it. The reactants are: [NH2:1][C:2]1[S:6][C:5]2[CH2:7][CH2:8][CH2:9][C:4]=2[C:3]=1[C:10]([C:12]1[CH:17]=[CH:16][C:15]([CH3:18])=[CH:14][CH:13]=1)=O.[CH3:19][O:20][C:21](=[O:32])[CH2:22][CH2:23][C:24](=O)[C:25]1[CH:30]=[CH:29][CH:28]=[CH:27][CH:26]=1.Cl[Si](C)(C)C. (5) The reactants are: [CH3:1][O:2][C:3]1[CH:4]=[C:5]([NH2:11])[CH:6]=[CH:7][C:8]=1[O:9][CH3:10].[Cl:12][C:13]1[CH:14]=[N:15][CH:16]=[C:17]([Cl:21])[C:18]=1[CH:19]=O.[BH4-].[Na+].O. Given the product [Cl:12][C:13]1[CH:14]=[N:15][CH:16]=[C:17]([Cl:21])[C:18]=1[CH2:19][NH:11][C:5]1[CH:6]=[CH:7][C:8]([O:9][CH3:10])=[C:3]([O:2][CH3:1])[CH:4]=1, predict the reactants needed to synthesize it. (6) Given the product [N:3]1([C:38]([C:35]2[N:36]=[CH:37][C:32]([O:31][C:18]3[CH:19]=[C:20]([CH:21]=[C:16]([O:15][CH:12]([CH2:13][F:14])[CH2:11][F:10])[CH:17]=3)[C:22]([NH:24][C:25]3[CH:29]=[CH:28][N:27]([CH3:30])[N:26]=3)=[O:23])=[N:33][CH:34]=2)=[O:39])[CH2:4][CH2:9][CH2:7]1, predict the reactants needed to synthesize it. The reactants are: CC[N:3]([CH:7]([CH3:9])C)[CH:4](C)C.[F:10][CH2:11][CH:12]([O:15][C:16]1[CH:17]=[C:18]([O:31][C:32]2[N:33]=[CH:34][C:35]([C:38](O)=[O:39])=[N:36][CH:37]=2)[CH:19]=[C:20]([C:22]([NH:24][C:25]2[CH:29]=[CH:28][N:27]([CH3:30])[N:26]=2)=[O:23])[CH:21]=1)[CH2:13][F:14].Cl.N1CCC1.CN(C(ON1N=NC2C=CC=NC1=2)=[N+](C)C)C.F[P-](F)(F)(F)(F)F. (7) Given the product [OH:18][CH2:14]/[CH:15]=[C:16](\[C:6]1[CH:5]=[C:4]([CH:1]([CH3:2])[CH3:3])[N:9]=[C:8]([CH:10]([CH3:12])[CH3:11])[C:7]=1[OH:13])/[CH3:17], predict the reactants needed to synthesize it. The reactants are: [CH:1]([C:4]1[CH:5]=[C:6]2[C:16]([CH3:17])=[CH:15][C:14](=[O:18])[O:13][C:7]2=[C:8]([CH:10]([CH3:12])[CH3:11])[N:9]=1)([CH3:3])[CH3:2].[H-].[Al+3].[Li+].[H-].[H-].[H-]. (8) The reactants are: C[O:2][C:3]([CH:5]1[CH2:9][O:8][CH:7]([C:10]2[CH:15]=[CH:14][N:13]=[CH:12][CH:11]=2)[N:6]1[C:16]([O:18][CH2:19][C:20]1[CH:25]=[CH:24][CH:23]=[CH:22][CH:21]=1)=[O:17])=[O:4].[OH-].[Na+].Cl. Given the product [CH2:19]([O:18][C:16]([N:6]1[CH:5]([C:3]([OH:4])=[O:2])[CH2:9][O:8][C@H:7]1[C:10]1[CH:11]=[CH:12][N:13]=[CH:14][CH:15]=1)=[O:17])[C:20]1[CH:25]=[CH:24][CH:23]=[CH:22][CH:21]=1, predict the reactants needed to synthesize it. (9) Given the product [O:12]=[C:6]([C:16]1[CH:17]=[CH:18][C:13]([CH3:19])=[CH:14][CH:15]=1)[C:7]([O:9][CH2:10][CH3:11])=[O:8], predict the reactants needed to synthesize it. The reactants are: [Cl-].[Cl-].[Cl-].[Al+3].Cl[C:6](=[O:12])[C:7]([O:9][CH2:10][CH3:11])=[O:8].[C:13]1([CH3:19])[CH:18]=[CH:17][CH:16]=[CH:15][CH:14]=1.Cl.